Dataset: Forward reaction prediction with 1.9M reactions from USPTO patents (1976-2016). Task: Predict the product of the given reaction. (1) Given the reactants [NH3:1].[ClH:2].[I:3][C:4]1[CH:5]=[C:6]([CH:12]=[CH:13][CH:14]=1)[C:7](=[NH:11])OCC, predict the reaction product. The product is: [ClH:2].[I:3][C:4]1[CH:5]=[C:6]([CH:12]=[CH:13][CH:14]=1)[C:7]([NH2:11])=[NH:1]. (2) Given the reactants [Cl:1][CH:2]1[C:6]([CH3:8])([CH3:7])[O:5][N:4]=[C:3]1[S:9]([CH2:11][C:12]1[C:13]([C:24]([F:27])([F:26])[F:25])=[N:14][N:15]([CH3:23])[C:16]=1[O:17][CH2:18][C:19]([F:22])([F:21])[F:20])=[O:10].ClC1C=C(C=CC=1)C(OO)=[O:33], predict the reaction product. The product is: [Cl:1][CH:2]1[C:6]([CH3:8])([CH3:7])[O:5][N:4]=[C:3]1[S:9]([CH2:11][C:12]1[C:13]([C:24]([F:27])([F:26])[F:25])=[N:14][N:15]([CH3:23])[C:16]=1[O:17][CH2:18][C:19]([F:20])([F:21])[F:22])(=[O:33])=[O:10]. (3) Given the reactants [H-].[Na+].[NH2:3][C@@H:4]1[C:13]2[C:8](=[CH:9][CH:10]=[CH:11][CH:12]=2)[C@H:7]([OH:14])[CH2:6][CH2:5]1.F[C:16]1[CH:17]=[CH:18][C:19]2[N:20]([C:22]([C@@H:25]3[CH2:29][CH2:28][CH2:27][N:26]3[CH:30]([CH3:32])[CH3:31])=[N:23][N:24]=2)[CH:21]=1.N, predict the reaction product. The product is: [CH:30]([N:26]1[CH2:27][CH2:28][CH2:29][C@H:25]1[C:22]1[N:20]2[CH:21]=[C:16]([O:14][C@H:7]3[C:8]4[C:13](=[CH:12][CH:11]=[CH:10][CH:9]=4)[C@@H:4]([NH2:3])[CH2:5][CH2:6]3)[CH:17]=[CH:18][C:19]2=[N:24][N:23]=1)([CH3:32])[CH3:31]. (4) The product is: [F:25][C:4]1[CH:3]=[C:2]([C:40]2[CH:39]=[CH:38][C:37]([CH:34]3[CH2:35][CH2:36][CH:31]([CH2:26][CH2:27][CH2:28][CH2:29][CH3:30])[CH2:32][CH2:33]3)=[CH:42][CH:41]=2)[CH:7]=[C:6]([F:8])[C:5]=1[C:9]([F:24])([F:23])[O:10][C:11]1[CH:16]=[CH:15][C:14]([S:17]([F:22])([F:21])([F:20])([F:19])[F:18])=[CH:13][CH:12]=1. Given the reactants Br[C:2]1[CH:7]=[C:6]([F:8])[C:5]([C:9]([F:24])([F:23])[O:10][C:11]2[CH:16]=[CH:15][C:14]([S:17]([F:22])([F:21])([F:20])([F:19])[F:18])=[CH:13][CH:12]=2)=[C:4]([F:25])[CH:3]=1.[CH2:26]([CH:31]1[CH2:36][CH2:35][CH:34]([C:37]2[CH:42]=[CH:41][C:40](B3OC(C)(C)C(C)(C)O3)=[CH:39][CH:38]=2)[CH2:33][CH2:32]1)[CH2:27][CH2:28][CH2:29][CH3:30].P([O-])([O-])([O-])=O.[K+].[K+].[K+], predict the reaction product. (5) Given the reactants [Br:1][C:2]1[CH:3]=[N:4][C:5]2[N:6]([N:8]=[C:9]([C:11]([OH:13])=O)[CH:10]=2)[CH:7]=1.[CH3:14][C:15]1[O:16][C:17]2[C:18]([N:28]=1)=[C:19]1[C:24](=[CH:25][CH:26]=2)[CH:23]([CH3:27])[NH:22][CH2:21][CH2:20]1, predict the reaction product. The product is: [Br:1][C:2]1[CH:3]=[N:4][C:5]2[N:6]([N:8]=[C:9]([C:11]([N:22]3[CH2:21][CH2:20][C:19]4[C:24](=[CH:25][CH:26]=[C:17]5[O:16][C:15]([CH3:14])=[N:28][C:18]5=4)[CH:23]3[CH3:27])=[O:13])[CH:10]=2)[CH:7]=1. (6) Given the reactants [C:1]([O:5][C:6]([O:8][NH:9][CH2:10][CH2:11][CH:12]1[CH2:17][CH2:16][NH:15][CH2:14][CH2:13]1)=[O:7])([CH3:4])([CH3:3])[CH3:2].CCN(C(C)C)C(C)C.Br[C:28]1[N:33]=[CH:32][CH:31]=[CH:30][N:29]=1, predict the reaction product. The product is: [C:1]([O:5][C:6]([O:8][NH:9][CH2:10][CH2:11][CH:12]1[CH2:17][CH2:16][N:15]([C:28]2[N:33]=[CH:32][CH:31]=[CH:30][N:29]=2)[CH2:14][CH2:13]1)=[O:7])([CH3:4])([CH3:2])[CH3:3]. (7) The product is: [N+:20]([C:5]1[CH:6]=[C:7]([CH:11]=[CH:12][C:4]=1[O:3][C:2]([F:13])([F:14])[F:1])[C:8]([OH:10])=[O:9])([O-:22])=[O:21]. Given the reactants [F:1][C:2]([F:14])([F:13])[O:3][C:4]1[CH:12]=[CH:11][C:7]([C:8]([OH:10])=[O:9])=[CH:6][CH:5]=1.S(=O)(=O)(O)O.[N+:20]([O-])([OH:22])=[O:21], predict the reaction product.